This data is from Reaction yield outcomes from USPTO patents with 853,638 reactions. The task is: Predict the reaction yield, written as a fraction of the theoretical maximum amount of product (1.0 means a 100% yield; for example, 0.34 means a 34% yield). (1) The reactants are [C:1]([OH:10])(=[O:9])[C:2]1[C:3](=[CH:5][CH:6]=[CH:7][CH:8]=1)[NH2:4].[C:11](Cl)(=[O:14])[CH2:12][CH3:13]. The catalyst is CN(C=O)C. The product is [C:11]([NH:4][C:3]1[C:2](=[CH:8][CH:7]=[CH:6][CH:5]=1)[C:1]([OH:10])=[O:9])(=[O:14])[CH2:12][CH3:13]. The yield is 0.794. (2) The reactants are O[C:2]1[C:6]([CH3:8])([CH3:7])[O:5][C:4](=[O:9])[CH:3]=1.C(Br)(=O)C([Br:13])=O. The catalyst is ClCCCl.CN(C=O)C. The product is [Br:13][C:2]1[C:6]([CH3:8])([CH3:7])[O:5][C:4](=[O:9])[CH:3]=1. The yield is 0.860. (3) The reactants are C(O[CH:4]=[C:5]([C:11]#[N:12])[C:6]([O:8][CH2:9][CH3:10])=[O:7])C.[CH3:13][C:14]1[N:19]=[C:18]([NH:20][NH2:21])[CH:17]=[C:16]([S:22][CH3:23])[N:15]=1. The catalyst is C(O)C. The product is [NH2:12][C:11]1[N:20]([C:18]2[CH:17]=[C:16]([S:22][CH3:23])[N:15]=[C:14]([CH3:13])[N:19]=2)[N:21]=[CH:4][C:5]=1[C:6]([O:8][CH2:9][CH3:10])=[O:7]. The yield is 0.880. (4) The reactants are [NH2:1][C:2]1[C:10]2[C:5](=[CH:6][CH:7]=[CH:8][C:9]=2[O:11][CH3:12])[N:4]([CH2:13][C:14]2[CH:15]=[C:16]([CH:19]=[CH:20][CH:21]=2)[C:17]#[N:18])[N:3]=1.[Cl:22][C:23]1[S:27][C:26]([S:28](Cl)(=[O:30])=[O:29])=[CH:25][CH:24]=1.N1C=CC=CC=1. No catalyst specified. The product is [Cl:22][C:23]1[S:27][C:26]([S:28]([NH:1][C:2]2[C:10]3[C:5](=[CH:6][CH:7]=[CH:8][C:9]=3[O:11][CH3:12])[N:4]([CH2:13][C:14]3[CH:21]=[CH:20][CH:19]=[C:16]([C:17]#[N:18])[CH:15]=3)[N:3]=2)(=[O:30])=[O:29])=[CH:25][CH:24]=1. The yield is 0.850.